From a dataset of CYP2C19 inhibition data for predicting drug metabolism from PubChem BioAssay. Regression/Classification. Given a drug SMILES string, predict its absorption, distribution, metabolism, or excretion properties. Task type varies by dataset: regression for continuous measurements (e.g., permeability, clearance, half-life) or binary classification for categorical outcomes (e.g., BBB penetration, CYP inhibition). Dataset: cyp2c19_veith. (1) The molecule is COC(=O)[C@@]1(Cc2ccc(F)cc2)[C@H]2c3cc(C(=O)N4CCCC4)n(CCF)c3C[C@H]2CN1C(=O)c1ccccc1. The result is 0 (non-inhibitor). (2) The molecule is Cc1ccc(S(=O)(=O)NC(=O)NN2CCCCCC2)cc1. The result is 0 (non-inhibitor). (3) The drug is CO[C@@H]1COC(=O)[C@@H](C)COC(=O)[C@@H](C)NC(=O)C/C=C\[C@@H]1C. The result is 0 (non-inhibitor). (4) The compound is CC(=O)NCCNc1ncncc1-c1ccccc1C(F)(F)F. The result is 0 (non-inhibitor). (5) The drug is Cc1ccc(NS(=O)(=O)c2cc(C(=O)NCc3ccccn3)ccc2Cl)cc1. The result is 1 (inhibitor).